From a dataset of Clinical trial toxicity outcomes and FDA approval status for drugs. Regression/Classification. Given a drug SMILES string, predict its toxicity properties. Task type varies by dataset: regression for continuous values (e.g., LD50, hERG inhibition percentage) or binary classification for toxic/non-toxic outcomes (e.g., AMES mutagenicity, cardiotoxicity, hepatotoxicity). Dataset: clintox. (1) The molecule is CNC(=O)c1c(I)c(C(=O)NCC(=O)Nc2c(I)c(C(=O)[O-])c(I)c(C(=O)NCCO)c2I)c(I)c(N(C)C(C)=O)c1I. The result is 0 (passed clinical trial). (2) The molecule is Clc1ccccc1C[NH+]1CCc2sccc2C1. The result is 0 (passed clinical trial). (3) The compound is CO[C@H]1/C=C/O[C@@]2(C)Oc3c(C)c(O)c4c(O)c(c5c(nc6cc(C)ccn65)c4c3C2=O)NC(=O)/C(C)=C\C=C\[C@H](C)[C@H](O)[C@@H](C)[C@@H](O)[C@@H](C)[C@H](OC(C)=O)[C@@H]1C. The result is 0 (passed clinical trial). (4) The molecule is C#Cc1cccc(Nc2ncnc3cc(OCCOC)c(OCCOC)cc23)c1. The result is 1 (failed clinical trial for toxicity). (5) The compound is Cc1cccn2c(=O)c(-c3nnn[n-]3)cnc12. The result is 0 (passed clinical trial). (6) The compound is O=C1CCc2ccc(OCCCCN3CCN(c4cccc(Cl)c4Cl)CC3)cc2N1. The result is 1 (failed clinical trial for toxicity). (7) The molecule is c1cc(C[NH+]2CCCNCC[NH2+]CCCNCC2)ccc1C[NH+]1CCCNCC[NH2+]CCCNCC1. The result is 0 (passed clinical trial). (8) The drug is Cc1cc2c(s1)=Nc1ccccc1NC=2N1CC[NH+](C)CC1. The result is 0 (passed clinical trial). (9) The molecule is CC(=O)O[C@H]1CC[C@@]2(C)C(=CC[C@H]3[C@@H]4CC=C(c5cccnc5)[C@@]4(C)CC[C@@H]32)C1. The result is 1 (failed clinical trial for toxicity).